This data is from Forward reaction prediction with 1.9M reactions from USPTO patents (1976-2016). The task is: Predict the product of the given reaction. The product is: [CH2:1]([O:3][C:4]1[C:13]([O:14][CH3:15])=[CH:12][C:11]2[C:10]([C:16]3[CH:17]=[CH:18][C:19]([C:20]([N:56]4[CH2:57][CH2:58][CH:53]([N:39]5[C:40](=[O:52])[C:41]6[S:45][C:44]([C:46]7[CH:47]=[CH:48][CH:49]=[CH:50][CH:51]=7)=[CH:43][C:42]=6[N:37]([CH2:36][C:34]6[N:35]=[C:31]([CH3:30])[S:32][CH:33]=6)[C:38]5=[O:59])[CH2:54][CH2:55]4)=[O:21])=[CH:23][CH:24]=3)=[N:9][C@@H:8]3[CH2:25][CH2:26][S:27][CH2:28][C@@H:7]3[C:6]=2[CH:5]=1)[CH3:2]. Given the reactants [CH2:1]([O:3][C:4]1[C:13]([O:14][CH3:15])=[CH:12][C:11]2[C:10]([C:16]3[CH:24]=[CH:23][C:19]([C:20](O)=[O:21])=[CH:18][CH:17]=3)=[N:9][C@@H:8]3[CH2:25][CH2:26][S:27][CH2:28][C@@H:7]3[C:6]=2[CH:5]=1)[CH3:2].Cl.[CH3:30][C:31]1[S:32][CH:33]=[C:34]([CH2:36][N:37]2[C:42]3[CH:43]=[C:44]([C:46]4[CH:51]=[CH:50][CH:49]=[CH:48][CH:47]=4)[S:45][C:41]=3[C:40](=[O:52])[N:39]([CH:53]3[CH2:58][CH2:57][NH:56][CH2:55][CH2:54]3)[C:38]2=[O:59])[N:35]=1.CN(C(ON1N=NC2C=CC=CC1=2)=[N+](C)C)C.F[P-](F)(F)(F)(F)F.CCN(C(C)C)C(C)C, predict the reaction product.